This data is from Peptide-MHC class I binding affinity with 185,985 pairs from IEDB/IMGT. The task is: Regression. Given a peptide amino acid sequence and an MHC pseudo amino acid sequence, predict their binding affinity value. This is MHC class I binding data. (1) The peptide sequence is MQYLNPPPY. The MHC is HLA-A02:01 with pseudo-sequence HLA-A02:01. The binding affinity (normalized) is 0.0847. (2) The peptide sequence is HVVNYNGLL. The MHC is HLA-B51:01 with pseudo-sequence HLA-B51:01. The binding affinity (normalized) is 0.0847. (3) The peptide sequence is QMWSLMYFHR. The MHC is HLA-A31:01 with pseudo-sequence HLA-A31:01. The binding affinity (normalized) is 0.968. (4) The peptide sequence is KEVNARIEPF. The MHC is Mamu-A11 with pseudo-sequence Mamu-A11. The binding affinity (normalized) is 0.782. (5) The peptide sequence is RRWIQLGLQK. The MHC is HLA-A24:02 with pseudo-sequence HLA-A24:02. The binding affinity (normalized) is 0. (6) The peptide sequence is YTCEDNTGIK. The MHC is HLA-A31:01 with pseudo-sequence HLA-A31:01. The binding affinity (normalized) is 0. (7) The peptide sequence is QPQPFRPQQPY. The MHC is HLA-B53:01 with pseudo-sequence HLA-B53:01. The binding affinity (normalized) is 0. (8) The peptide sequence is AINSEMFLR. The MHC is HLA-A33:01 with pseudo-sequence HLA-A33:01. The binding affinity (normalized) is 0.354.